From a dataset of Catalyst prediction with 721,799 reactions and 888 catalyst types from USPTO. Predict which catalyst facilitates the given reaction. (1) Reactant: [NH2:1][C:2]1[CH:7]=[C:6]([Br:8])[N:5]=[CH:4][C:3]=1[N:9]([CH3:20])[C:10](=O)[CH2:11][C:12]1[CH:17]=[CH:16][CH:15]=[CH:14][C:13]=1[F:18]. Product: [Br:8][C:6]1[N:5]=[CH:4][C:3]2[N:9]([CH3:20])[C:10]([CH2:11][C:12]3[CH:17]=[CH:16][CH:15]=[CH:14][C:13]=3[F:18])=[N:1][C:2]=2[CH:7]=1. The catalyst class is: 52. (2) Reactant: [NH2:1][C:2]1[S:3][C:4]2[CH:10]=[C:9]([C:11](OCC)=[O:12])[CH:8]=[CH:7][C:5]=2[N:6]=1.[H-].[H-].[H-].[H-].[Li+].[Al+3].O.[OH-].[Na+]. Product: [NH2:1][C:2]1[S:3][C:4]2[CH:10]=[C:9]([CH2:11][OH:12])[CH:8]=[CH:7][C:5]=2[N:6]=1. The catalyst class is: 1. (3) Product: [NH:17]1[CH:18]=[C:14]([CH2:13][CH:9]2[CH2:8][CH2:7][CH2:6][C:5]3[CH:4]=[C:3]([OH:2])[CH:12]=[CH:11][C:10]2=3)[N:15]=[CH:16]1. Reactant: C[O:2][C:3]1[CH:4]=[C:5]2[C:10](=[CH:11][CH:12]=1)[CH:9]([CH2:13][C:14]1[N:15]=[CH:16][NH:17][CH:18]=1)[CH2:8][CH2:7][CH2:6]2.Br.[OH-].[NH4+]. The catalyst class is: 6. (4) Reactant: [Cl-].[Al+3].[Cl-].[Cl-].[CH:5]1[C:14]2[C:9](=[CH:10][CH:11]=[CH:12][CH:13]=2)[CH:8]=[CH:7][CH:6]=1.[C:15](Cl)(=[O:19])[CH:16]([CH3:18])[CH3:17]. Product: [CH3:17][CH:16]([CH3:18])[C:15]([C:13]1[C:14]2[C:9](=[CH:8][CH:7]=[CH:6][CH:5]=2)[CH:10]=[CH:11][CH:12]=1)=[O:19]. The catalyst class is: 4. (5) Reactant: [CH3:1][C:2]([CH3:7])([CH3:6])[C:3](Cl)=[O:4].[Cl:8][C:9]1[CH:15]=[CH:14][C:12]([NH2:13])=[CH:11][CH:10]=1. Product: [Cl:8][C:9]1[CH:15]=[CH:14][C:12]([NH:13][C:3](=[O:4])[C:2]([CH3:7])([CH3:6])[CH3:1])=[CH:11][CH:10]=1. The catalyst class is: 17. (6) Reactant: [Cl-].[NH4+:2].[C-:3]#N.[K+].[CH3:6][C:7]1([CH3:14])[CH2:12][CH2:11][C:10](=[O:13])[CH:9]=[CH:8]1.O. Product: [CH3:6][C:7]1([CH3:14])[CH2:12][CH2:11][C:10](=[O:13])[CH2:9][CH:8]1[C:3]#[N:2]. The catalyst class is: 9. (7) Reactant: S(=O)(=O)(O)O.O=[As](O[As](=O)=O)=O.[N+:13]([C:16]1[CH:22]=[CH:21][CH:20]=[CH:19][C:17]=1[NH2:18])([O-:15])=[O:14].C(O[CH:27](OC(=O)C)[C:28]([CH3:30])=[CH2:29])(=O)C.[OH-].[Na+]. Product: [CH3:30][C:28]1[CH:27]=[N:18][C:17]2[C:19]([CH:29]=1)=[CH:20][CH:21]=[CH:22][C:16]=2[N+:13]([O-:15])=[O:14]. The catalyst class is: 226.